This data is from KCNQ2 potassium channel screen with 302,405 compounds. The task is: Binary Classification. Given a drug SMILES string, predict its activity (active/inactive) in a high-throughput screening assay against a specified biological target. (1) The compound is Fc1ccc(C(=O)CN2C(=O)C3(NC2=O)CCc2c3cccc2)cc1. The result is 0 (inactive). (2) The compound is O=C(N1CCN(CC1)c1c(OC)cccc1)c1noc(c1[N+]([O-])=O)C. The result is 0 (inactive). (3) The drug is Brc1cc2C(=NC(OC(=O)C)C(=O)Nc2cc1)c1ccccc1. The result is 0 (inactive). (4) The drug is Clc1ccc(S(=O)(=O)CCC(=O)Nc2scc(n2)c2ccncc2)cc1. The result is 0 (inactive). (5) The molecule is O=c1n(CCCC(=O)NCCCOC)c(=O)c2c(n1CC(=O)Nc1c(cc(cc1C)C)C)cccc2. The result is 0 (inactive). (6) The molecule is O=C(Nc1c(cccc1)C(OC)=O)C1CCN(CC1)C(=O)c1cc(OC)cc(OC)c1. The result is 0 (inactive). (7) The compound is O(C(=O)N1C(Cc2c(C1)cccc2)C(=O)NC(C(=O)NC1CCCC1)C)C(C)(C)C. The result is 0 (inactive).